Dataset: Catalyst prediction with 721,799 reactions and 888 catalyst types from USPTO. Task: Predict which catalyst facilitates the given reaction. (1) Reactant: [SH:1][C:2]1[N:7]=[CH:6][CH:5]=[CH:4][N:3]=1.[CH2:8](O[K])[CH3:9].I[CH2:13][CH2:14][CH2:15][CH2:16]I. Product: [N:3]1[CH:4]=[CH:5][CH:6]=[N:7][C:2]=1[S:1][CH2:13][CH2:14][CH2:15][CH2:16][S:1][C:2]1[N:7]=[CH:9][CH:8]=[CH:4][N:3]=1. The catalyst class is: 8. (2) Reactant: [H-].[Na+].[I-].[CH3:4][S+](C)C.[CH3:8][N:9]1[CH:13]=[CH:12][N:11]=[C:10]1[C:14]1[CH:21]=[CH:20][C:17]([CH:18]=[O:19])=[CH:16][CH:15]=1. Product: [CH3:8][N:9]1[CH:13]=[CH:12][N:11]=[C:10]1[C:14]1[CH:21]=[CH:20][C:17]([CH:18]2[CH2:4][O:19]2)=[CH:16][CH:15]=1. The catalyst class is: 58.